From a dataset of Catalyst prediction with 721,799 reactions and 888 catalyst types from USPTO. Predict which catalyst facilitates the given reaction. (1) Reactant: Cl[C:2]1[N:7]=[C:6]([NH:8][C:9]2[CH:10]=[C:11]3[C:15](=[CH:16][CH:17]=2)[NH:14][N:13]=[CH:12]3)[CH:5]=[CH:4][N:3]=1.C([N:21]([CH:24]([CH3:26])C)[CH2:22][CH3:23])(C)C. Product: [CH2:4]1[C:5]2[CH:23]=[CH:22][N:21]=[CH:24][C:26]=2[CH2:2][N:3]1[C:2]1[N:7]=[C:6]([NH:8][C:9]2[CH:10]=[C:11]3[C:15](=[CH:16][CH:17]=2)[NH:14][N:13]=[CH:12]3)[CH:5]=[CH:4][N:3]=1. The catalyst class is: 18. (2) Reactant: [F:1][C:2]([F:29])([F:28])[C:3]1[CH:4]=[C:5]([CH:21]=[C:22]([C:24]([F:27])([F:26])[F:25])[CH:23]=1)[CH2:6][O:7][CH2:8][C:9]1([CH2:18][CH2:19]O)[C:17]2[C:12](=[CH:13][CH:14]=[CH:15][CH:16]=2)[CH2:11][O:10]1.C1(P(C2C=CC=CC=2)C2C=CC=CC=2)C=CC=CC=1.CC(C)(O)[C:51]#[N:52].N(C(OCC)=O)=NC(OCC)=O. Product: [F:27][C:24]([F:26])([F:25])[C:22]1[CH:21]=[C:5]([CH:4]=[C:3]([C:2]([F:28])([F:29])[F:1])[CH:23]=1)[CH2:6][O:7][CH2:8][C:9]1([CH2:18][CH2:19][C:51]#[N:52])[C:17]2[C:12](=[CH:13][CH:14]=[CH:15][CH:16]=2)[CH2:11][O:10]1. The catalyst class is: 365. (3) Reactant: [F:1][C:2]([F:33])([F:32])[C:3]1[CH:8]=[CH:7][C:6]([C:9]2[N:14]=[CH:13][C:12]([CH:15]([O:22][C:23]3[CH:31]=[CH:30][C:26]([C:27](O)=[O:28])=[CH:25][CH:24]=3)[CH2:16][CH2:17][CH2:18][CH2:19][CH2:20][CH3:21])=[CH:11][CH:10]=2)=[CH:5][CH:4]=1.C(N(CC)CC)C.[CH3:41][O:42][C:43](=[O:47])[CH2:44][CH2:45][NH2:46].CCN=C=NCCCN(C)C. Product: [F:33][C:2]([F:1])([F:32])[C:3]1[CH:4]=[CH:5][C:6]([C:9]2[N:14]=[CH:13][C:12]([CH:15]([O:22][C:23]3[CH:24]=[CH:25][C:26]([C:27]([NH:46][CH2:45][CH2:44][C:43]([O:42][CH3:41])=[O:47])=[O:28])=[CH:30][CH:31]=3)[CH2:16][CH2:17][CH2:18][CH2:19][CH2:20][CH3:21])=[CH:11][CH:10]=2)=[CH:7][CH:8]=1. The catalyst class is: 64.